This data is from Peptide-MHC class I binding affinity with 185,985 pairs from IEDB/IMGT. The task is: Regression. Given a peptide amino acid sequence and an MHC pseudo amino acid sequence, predict their binding affinity value. This is MHC class I binding data. The peptide sequence is GLSFLNPEK. The MHC is HLA-B39:01 with pseudo-sequence HLA-B39:01. The binding affinity (normalized) is 0.0847.